Dataset: Experimentally validated miRNA-target interactions with 360,000+ pairs, plus equal number of negative samples. Task: Binary Classification. Given a miRNA mature sequence and a target amino acid sequence, predict their likelihood of interaction. (1) The miRNA is hsa-miR-548aj-5p with sequence UGCAAAAGUAAUUGCAGUUUUUG. The protein sequence of the target gene is MASVLGSGRGSGGLSSQLKCKSKRRRRRRSKRKDKVSILSTFLAPFKHLSPGITNTEDDDTLSTSSAEVKENRNVGNLAARPPPSGDRARGGAPGAKRKRPLEEGNGGHLCKLQLVWKKLSWSVAPKNALVQLHELRPGLQYRTVSQTGPVHAPVFAVAVEVNGLTFEGTGPTKKKAKMRAAELALRSFVQFPNACQAHLAMGGGPGPGTDFTSDQADFPDTLFQEFEPPAPRPGLAGGRPGDAALLSAAYGRRRLLCRALDLVGPTPATPAAPGERNPVVLLNRLRAGLRYVCLAEPAE.... Result: 1 (interaction). (2) The miRNA is hsa-miR-598-5p with sequence GCGGUGAUCCCGAUGGUGUGAGC. The protein sequence of the target gene is MSCRGRGAGGRWNSTSWSTGCKLPASPRRVSRCSPTGLIKLAFLFSKTRCKFFSLTETPEDYTIIVDEEGFLELPSSEHLSVADATWLALNVVSGGGSFSSSQPIGMTKIAKSVIAPLADQNISVFMLSTYQTDFILVLKRDLPFVTHTLSSEFTILWSVARL. Result: 0 (no interaction).